From a dataset of Peptide-MHC class I binding affinity with 185,985 pairs from IEDB/IMGT. Regression. Given a peptide amino acid sequence and an MHC pseudo amino acid sequence, predict their binding affinity value. This is MHC class I binding data. (1) The peptide sequence is RVRQAWDTL. The binding affinity (normalized) is 0.0847. The MHC is HLA-A03:01 with pseudo-sequence HLA-A03:01. (2) The peptide sequence is QQLYTSPSF. The MHC is HLA-B58:01 with pseudo-sequence HLA-B58:01. The binding affinity (normalized) is 0.0847. (3) The peptide sequence is YSALRPHEY. The MHC is HLA-A01:01 with pseudo-sequence HLA-A01:01. The binding affinity (normalized) is 0.770. (4) The peptide sequence is SSVSVLMKEH. The MHC is HLA-A33:01 with pseudo-sequence HLA-A33:01. The binding affinity (normalized) is 0. (5) The peptide sequence is NLADQLIHL. The MHC is HLA-A69:01 with pseudo-sequence HLA-A69:01. The binding affinity (normalized) is 0.655. (6) The peptide sequence is LERPLAVQL. The MHC is HLA-A03:01 with pseudo-sequence HLA-A03:01. The binding affinity (normalized) is 0.213. (7) The peptide sequence is QGPKEPFQSY. The MHC is Mamu-A01 with pseudo-sequence Mamu-A01. The binding affinity (normalized) is 0. (8) The peptide sequence is AHDELENYI. The MHC is HLA-B15:09 with pseudo-sequence HLA-B15:09. The binding affinity (normalized) is 0.314.